From a dataset of Forward reaction prediction with 1.9M reactions from USPTO patents (1976-2016). Predict the product of the given reaction. Given the reactants [Br:1][C:2]1[CH:7]=[CH:6][C:5]([C:8]2[N:13]=[CH:12][C:11]([C:14]([NH:17]C(=O)C)([CH3:16])[CH3:15])=[CH:10][CH:9]=2)=[CH:4][CH:3]=1.Cl, predict the reaction product. The product is: [Br:1][C:2]1[CH:7]=[CH:6][C:5]([C:8]2[N:13]=[CH:12][C:11]([C:14]([NH2:17])([CH3:15])[CH3:16])=[CH:10][CH:9]=2)=[CH:4][CH:3]=1.